The task is: Regression. Given two drug SMILES strings and cell line genomic features, predict the synergy score measuring deviation from expected non-interaction effect.. This data is from NCI-60 drug combinations with 297,098 pairs across 59 cell lines. (1) Drug 1: CCCS(=O)(=O)NC1=C(C(=C(C=C1)F)C(=O)C2=CNC3=C2C=C(C=N3)C4=CC=C(C=C4)Cl)F. Drug 2: CN(C)C1=NC(=NC(=N1)N(C)C)N(C)C. Cell line: SNB-19. Synergy scores: CSS=-11.8, Synergy_ZIP=2.15, Synergy_Bliss=-2.73, Synergy_Loewe=-6.44, Synergy_HSA=-6.21. (2) Drug 1: CC(C)(C#N)C1=CC(=CC(=C1)CN2C=NC=N2)C(C)(C)C#N. Drug 2: CN(CCCl)CCCl.Cl. Cell line: NCI-H226. Synergy scores: CSS=4.44, Synergy_ZIP=1.08, Synergy_Bliss=4.59, Synergy_Loewe=0.197, Synergy_HSA=0.542. (3) Drug 1: CC12CCC3C(C1CCC2=O)CC(=C)C4=CC(=O)C=CC34C. Drug 2: CCC(=C(C1=CC=CC=C1)C2=CC=C(C=C2)OCCN(C)C)C3=CC=CC=C3.C(C(=O)O)C(CC(=O)O)(C(=O)O)O. Cell line: MOLT-4. Synergy scores: CSS=61.7, Synergy_ZIP=1.23, Synergy_Bliss=1.35, Synergy_Loewe=-0.351, Synergy_HSA=0.452.